Dataset: Catalyst prediction with 721,799 reactions and 888 catalyst types from USPTO. Task: Predict which catalyst facilitates the given reaction. (1) Reactant: [Cl:1][C:2]1[CH:3]=[C:4]2[N:25](COCC[Si](C)(C)C)[C:24]([O:34][C@H:35]3[CH2:44][O:43][C@H:42]4[C@@H:37]([O:38]C(C5C=CC=CC=5)[O:40][CH2:41]4)[CH2:36]3)=[N:23][C:5]2=[N:6][C:7]=1[C:8]1[CH:13]=[CH:12][C:11](C2C=CC(C(O)=O)=CC=2)=[CH:10][CH:9]=1.C([N:53]([CH2:56]C)CC)C.[CH:66]1[CH:71]=[CH:70][C:69](P(N=[N+]=[N-])([C:66]2[CH:67]=[CH:68][CH:69]=[CH:70][CH:71]=2)=O)=[CH:68][CH:67]=1.C[OH:76].[C:77](=O)(O)[O-:78].[Na+]. Product: [Cl:1][C:2]1[CH:3]=[C:4]2[NH:25][C:24]([O:34][C@@H:35]3[CH2:36][C@H:37]([OH:38])[C@@H:42]([CH2:41][OH:40])[O:43][CH2:44]3)=[N:23][C:5]2=[N:6][C:7]=1[C:8]1[CH:9]=[CH:10][C:11]([C:66]2[CH:67]=[CH:68][C:69]([NH:53][C:56](=[O:76])[O:78][CH3:77])=[CH:70][CH:71]=2)=[CH:12][CH:13]=1. The catalyst class is: 1. (2) Reactant: [NH:1]([C:8]1[CH:13]=[CH:12][C:11]([OH:14])=[CH:10][CH:9]=1)[C:2]1[CH:7]=[CH:6][CH:5]=[CH:4][CH:3]=1.N1C=CN=C1.[C:20]([Si:24](Cl)([CH3:26])[CH3:25])([CH3:23])([CH3:22])[CH3:21]. Product: [Si:24]([O:14][C:11]1[CH:10]=[CH:9][C:8]([NH:1][C:2]2[CH:7]=[CH:6][CH:5]=[CH:4][CH:3]=2)=[CH:13][CH:12]=1)([C:20]([CH3:23])([CH3:22])[CH3:21])([CH3:26])[CH3:25]. The catalyst class is: 10. (3) Product: [ClH:1].[CH2:2]1[C:10]2[C:5](=[C:6]([O:11][CH:12]3[CH2:13][NH:14][CH2:15]3)[CH:7]=[CH:8][CH:9]=2)[CH2:4][CH2:3]1. The catalyst class is: 29. Reactant: [ClH:1].[CH2:2]1[C:10]2[C:5](=[C:6]([O:11][CH:12]3[CH2:15][N:14](C(C4C=CC=CC=4)C4C=CC=CC=4)[CH2:13]3)[CH:7]=[CH:8][CH:9]=2)[CH2:4][CH2:3]1. (4) Reactant: [C:1](Cl)(=[O:4])[CH2:2][CH3:3].[Cl-].[Al+3].[Cl-].[Cl-].[O:10]1[C:14]2[CH:15]=[CH:16][CH:17]=[CH:18][C:13]=2[CH2:12][CH2:11]1.Cl. Product: [O:10]1[C:14]2[CH:15]=[CH:16][C:17]([C:1](=[O:4])[CH2:2][CH3:3])=[CH:18][C:13]=2[CH2:12][CH2:11]1. The catalyst class is: 4. (5) Reactant: C[O:2][C:3](=O)[C@H:4]([CH3:15])[CH2:5][O:6][CH2:7][C:8]1[CH:13]=[CH:12][C:11]([Br:14])=[CH:10][CH:9]=1.[BH4-].[Li+].[NH4+].[Cl-]. Product: [Br:14][C:11]1[CH:10]=[CH:9][C:8]([CH2:7][O:6][CH2:5][C@@H:4]([CH3:15])[CH2:3][OH:2])=[CH:13][CH:12]=1. The catalyst class is: 237. (6) Reactant: [O-2].[Ba+2].[N+:3]([O-:6])([O-:5])=[O:4].[Ba+2].[N+:8]([O-])([O-])=O.[Br:12][C:13]1[CH:14]=[N:15][CH:16]=[CH:17][C:18]=1[CH3:19]. Product: [N+:3]([O-:6])([O-:5])=[O:4].[NH2:8][N+:15]1[CH:16]=[CH:17][C:18]([CH3:19])=[C:13]([Br:12])[CH:14]=1. The catalyst class is: 6.